From a dataset of Reaction yield outcomes from USPTO patents with 853,638 reactions. Predict the reaction yield, written as a fraction of the theoretical maximum amount of product (1.0 means a 100% yield; for example, 0.34 means a 34% yield). (1) The reactants are [S:1]1[CH:5]=[CH:4][CH:3]=[C:2]1[CH2:6][NH:7][C:8]([C:10]12[CH2:19][CH:14]3[CH2:15][CH:16]([CH2:18][CH:12]([CH2:13]3)[CH2:11]1)[CH2:17]2)=[O:9].[H-].[Na+].Br[CH2:23][CH3:24]. The catalyst is CN(C=O)C. The product is [CH2:23]([N:7]([CH2:6][C:2]1[S:1][CH:5]=[CH:4][CH:3]=1)[C:8]([C:10]12[CH2:19][CH:14]3[CH2:15][CH:16]([CH2:18][CH:12]([CH2:13]3)[CH2:11]1)[CH2:17]2)=[O:9])[CH3:24]. The yield is 0.610. (2) The reactants are [CH3:1][N:2]([C:20]1[CH:21]=[CH:22][CH:23]=[CH:24][N:25]=1)[CH2:3][CH2:4][O:5][C:6]1[CH:7]=[CH:8][C:9]([CH2:12][CH:13]2[S:19][C:17](=[O:18])[NH:16][C:14]2=[O:15])=[CH:10][CH:11]=1.[C:26]([OH:33])(=[O:32])/[CH:27]=[CH:28]\[C:29]([OH:31])=[O:30]. The catalyst is C(O)(C)C. The product is [CH3:1][N:2]([C:20]1[CH:21]=[CH:22][CH:23]=[CH:24][N:25]=1)[CH2:3][CH2:4][O:5][C:6]1[CH:11]=[CH:10][C:9]([CH2:12][CH:13]2[S:19][C:17](=[O:18])[NH:16][C:14]2=[O:15])=[CH:8][CH:7]=1.[CH:27](/[C:26]([OH:33])=[O:32])=[CH:28]/[C:29]([OH:31])=[O:30]. The yield is 0.730. (3) The reactants are Cl[C:2]1[N:9]=[CH:8][CH:7]=[CH:6][C:3]=1[C:4]#[N:5].[F:10][C:11]1[C:16]([F:17])=[CH:15][CH:14]=[CH:13][C:12]=1B(O)O. No catalyst specified. The product is [F:10][C:11]1[C:16]([F:17])=[CH:15][CH:14]=[CH:13][C:12]=1[C:2]1[N:9]=[CH:8][CH:7]=[CH:6][C:3]=1[C:4]#[N:5]. The yield is 0.910.